This data is from Peptide-MHC class II binding affinity with 134,281 pairs from IEDB. The task is: Regression. Given a peptide amino acid sequence and an MHC pseudo amino acid sequence, predict their binding affinity value. This is MHC class II binding data. (1) The peptide sequence is DLVANQPNLKALREK. The MHC is DRB3_0101 with pseudo-sequence DRB3_0101. The binding affinity (normalized) is 0. (2) The peptide sequence is TMLLGMLMICSAA. The MHC is HLA-DQA10201-DQB10202 with pseudo-sequence HLA-DQA10201-DQB10202. The binding affinity (normalized) is 0. (3) The peptide sequence is EAVRHFPRPWLHGL. The MHC is DRB1_1302 with pseudo-sequence DRB1_1302. The binding affinity (normalized) is 0. (4) The peptide sequence is SEDLGKTFSVGTGNC. The MHC is DRB1_0404 with pseudo-sequence DRB1_0404. The binding affinity (normalized) is 0.393. (5) The peptide sequence is NSCAKNYNCKILPNT. The MHC is HLA-DPA10201-DPB10101 with pseudo-sequence HLA-DPA10201-DPB10101. The binding affinity (normalized) is 0.0722. (6) The peptide sequence is MVVERLGDYLVEQGM. The MHC is HLA-DQA10501-DQB10301 with pseudo-sequence HLA-DQA10501-DQB10301. The binding affinity (normalized) is 0.156. (7) The peptide sequence is FLVKCQLQNPGVADL. The MHC is DRB1_1501 with pseudo-sequence DRB1_1501. The binding affinity (normalized) is 0.560. (8) The peptide sequence is STIFPFRRLFMVADV. The MHC is HLA-DPA10201-DPB11401 with pseudo-sequence HLA-DPA10201-DPB11401. The binding affinity (normalized) is 0.243.